This data is from Forward reaction prediction with 1.9M reactions from USPTO patents (1976-2016). The task is: Predict the product of the given reaction. (1) The product is: [CH:2]([NH:5][CH2:6][C:7]1[CH:12]=[C:11]([O:13][C:14]2[CH:15]=[CH:16][C:17]([NH:20][C:21]3[CH:26]=[C:25]([C:27]4[CH:32]=[CH:31][CH:30]=[CH:29][CH:28]=4)[N:24]=[C:23]([NH2:33])[N:22]=3)=[CH:18][CH:19]=2)[CH:10]=[CH:9][N:8]=1)([CH3:4])[CH3:1]. Given the reactants [CH3:1][C:2]([CH3:4])=O.[NH2:5][CH2:6][C:7]1[CH:12]=[C:11]([O:13][C:14]2[CH:19]=[CH:18][C:17]([NH:20][C:21]3[CH:26]=[C:25]([C:27]4[CH:32]=[CH:31][CH:30]=[CH:29][CH:28]=4)[N:24]=[C:23]([NH2:33])[N:22]=3)=[CH:16][CH:15]=2)[CH:10]=[CH:9][N:8]=1.C(O[BH-](OC(=O)C)OC(=O)C)(=O)C.[Na+], predict the reaction product. (2) Given the reactants Br[C:2]1[N:3]=[C:4]([N:23]2[CH2:28][CH2:27][O:26][CH2:25][CH2:24]2)[S:5][C:6]=1[C:7]1[N:11]2[N:12]=[C:13]([CH3:21])[CH:14]=[C:15]([CH:16]([CH2:19][CH3:20])[CH2:17][CH3:18])[C:10]2=[N:9][C:8]=1[CH3:22].[C:29]([Cu])#[N:30].CN(C=O)C.CCCCCC, predict the reaction product. The product is: [CH2:17]([CH:16]([C:15]1[C:10]2[N:11]([C:7]([C:6]3[S:5][C:4]([N:23]4[CH2:28][CH2:27][O:26][CH2:25][CH2:24]4)=[N:3][C:2]=3[C:29]#[N:30])=[C:8]([CH3:22])[N:9]=2)[N:12]=[C:13]([CH3:21])[CH:14]=1)[CH2:19][CH3:20])[CH3:18]. (3) Given the reactants O=[C:2]1[N:7]([CH2:8][C:9]2[CH:14]=[CH:13][CH:12]=[CH:11][CH:10]=2)[C@@H:6]([C:15]([NH:17][CH2:18][C:19]2[CH:24]=[CH:23][CH:22]=[CH:21][CH:20]=2)=O)[CH2:5][O:4][CH2:3]1.COCCO[AlH2-]OCCOC.[Na+], predict the reaction product. The product is: [C:19]1([CH2:18][NH:17][CH2:15][C@H:6]2[CH2:5][O:4][CH2:3][CH2:2][N:7]2[CH2:8][C:9]2[CH:14]=[CH:13][CH:12]=[CH:11][CH:10]=2)[CH:20]=[CH:21][CH:22]=[CH:23][CH:24]=1. (4) Given the reactants [CH2:1]([O:3][C:4]([C@:6]1([NH:18][C:19]([O:21][C:22]([CH3:25])([CH3:24])[CH3:23])=[O:20])[CH2:11][C@H:10]([OH:12])[C@@H:9]2[C@H:7]1[C@H:8]2[C:13]([O:15][CH2:16][CH3:17])=[O:14])=[O:5])[CH3:2].N1C=CC=CC=1.[C:32](OC(=O)C)(=[O:34])[CH3:33].C(O)(=O)CC(CC(O)=O)(C(O)=O)O, predict the reaction product. The product is: [CH2:1]([O:3][C:4]([C@:6]1([NH:18][C:19]([O:21][C:22]([CH3:23])([CH3:25])[CH3:24])=[O:20])[CH2:11][C@H:10]([O:12][C:32](=[O:34])[CH3:33])[C@@H:9]2[C@H:7]1[C@H:8]2[C:13]([O:15][CH2:16][CH3:17])=[O:14])=[O:5])[CH3:2]. (5) Given the reactants C(=O)([O-])[O-].[Na+].[Na+].Br[C:8]1[CH:9]=[C:10]([C:14]([CH2:22][CH3:23])([O:17][Si:18]([CH3:21])([CH3:20])[CH3:19])[CH2:15][CH3:16])[CH:11]=[CH:12][CH:13]=1.[CH2:24]([C:26]([C:45]1[CH:58]=[CH:57][C:48]([O:49][CH2:50][C@@H:51]2[O:55][C:54](=[O:56])[CH2:53][CH2:52]2)=[C:47]([CH3:59])[CH:46]=1)([C:29]1[CH:34]=[CH:33][C:32](B2OC(C)(C)C(C)(C)O2)=[C:31]([CH3:44])[CH:30]=1)[CH2:27][CH3:28])[CH3:25].C(OCC)(=O)C, predict the reaction product. The product is: [CH2:24]([C:26]([C:45]1[CH:58]=[CH:57][C:48]([O:49][CH2:50][C@@H:51]2[O:55][C:54](=[O:56])[CH2:53][CH2:52]2)=[C:47]([CH3:59])[CH:46]=1)([C:29]1[CH:34]=[CH:33][C:32]([C:8]2[CH:13]=[CH:12][CH:11]=[C:10]([C:14]([CH2:22][CH3:23])([O:17][Si:18]([CH3:21])([CH3:20])[CH3:19])[CH2:15][CH3:16])[CH:9]=2)=[C:31]([CH3:44])[CH:30]=1)[CH2:27][CH3:28])[CH3:25]. (6) Given the reactants [CH3:1][S:2][C:3]1[N:8]=[CH:7][N:6]=[C:5]([CH:9]([C:12]#[N:13])[C:10]#[N:11])[CH:4]=1.O.[NH2:15][NH2:16], predict the reaction product. The product is: [CH3:1][S:2][C:3]1[N:8]=[CH:7][N:6]=[C:5]([C:9]2[C:10]([NH2:11])=[N:15][NH:16][C:12]=2[NH2:13])[CH:4]=1. (7) Given the reactants [F:1][C:2]1[CH:10]=[C:9]([C:11]([F:14])([F:13])[F:12])[CH:8]=[CH:7][C:3]=1[C:4]([OH:6])=O.C[O:16][C:17](=[O:37])[CH2:18][CH2:19][C:20]1[CH:25]=[CH:24][C:23]([O:26][C:27]2[CH:32]=[C:31]([F:33])[CH:30]=[C:29]([CH2:34][NH2:35])[CH:28]=2)=[CH:22][C:21]=1[CH3:36], predict the reaction product. The product is: [F:33][C:31]1[CH:32]=[C:27]([CH:28]=[C:29]([CH2:34][NH:35][C:4](=[O:6])[C:3]2[CH:7]=[CH:8][C:9]([C:11]([F:14])([F:13])[F:12])=[CH:10][C:2]=2[F:1])[CH:30]=1)[O:26][C:23]1[CH:24]=[CH:25][C:20]([CH2:19][CH2:18][C:17]([OH:37])=[O:16])=[C:21]([CH3:36])[CH:22]=1.